The task is: Predict the product of the given reaction.. This data is from Forward reaction prediction with 1.9M reactions from USPTO patents (1976-2016). (1) Given the reactants Br[C:2]1[C:3]([O:22][CH2:23][CH2:24][OH:25])=[N:4][CH:5]=[C:6]([CH:21]=1)[C:7]([NH:9][C:10]1[CH:15]=[CH:14][C:13]([O:16][C:17]([F:20])([F:19])[F:18])=[CH:12][CH:11]=1)=[O:8].CC1(C)C(C)(C)OB([C:34]2[CH:35]=[N:36][CH:37]=[N:38][CH:39]=2)O1.[O-]P([O-])([O-])=O.[K+].[K+].[K+], predict the reaction product. The product is: [OH:25][CH2:24][CH2:23][O:22][C:3]1[C:2]([C:34]2[CH:35]=[N:36][CH:37]=[N:38][CH:39]=2)=[CH:21][C:6]([C:7]([NH:9][C:10]2[CH:15]=[CH:14][C:13]([O:16][C:17]([F:20])([F:19])[F:18])=[CH:12][CH:11]=2)=[O:8])=[CH:5][N:4]=1. (2) Given the reactants [Cl:1][C:2]1[N:10]([C:11]2[CH:16]=[CH:15][C:14]([C:17]3[CH:21]=[CH:20][S:19][CH:18]=3)=[CH:13][CH:12]=2)[C:9]2[C:8]([OH:22])=[C:7]([C:23]3[CH:30]=[CH:29][C:26]([C:27]#[N:28])=[CH:25][CH:24]=3)[C:6](=[O:31])[NH:5][C:4]=2[CH:3]=1.[OH-:32].[K+], predict the reaction product. The product is: [Cl:1][C:2]1[N:10]([C:11]2[CH:16]=[CH:15][C:14]([C:17]3[CH:21]=[CH:20][S:19][CH:18]=3)=[CH:13][CH:12]=2)[C:9]2[C:8]([OH:22])=[C:7]([C:23]3[CH:30]=[CH:29][C:26]([C:27]([NH2:28])=[O:32])=[CH:25][CH:24]=3)[C:6](=[O:31])[NH:5][C:4]=2[CH:3]=1.